Dataset: Forward reaction prediction with 1.9M reactions from USPTO patents (1976-2016). Task: Predict the product of the given reaction. (1) Given the reactants [O:1]1[C:5]([C:6]2[CH:7]=[C:8]([CH:10]=[CH:11][CH:12]=2)[NH2:9])=[CH:4][CH:3]=[N:2]1.[Cl:13][C:14]1[CH:19]=[CH:18][C:17]([NH:20][C:21](=[O:28])[CH2:22][O:23][CH2:24][C:25](O)=[O:26])=[C:16]([C:29]([O:31]C)=[O:30])[CH:15]=1, predict the reaction product. The product is: [Cl:13][C:14]1[CH:19]=[CH:18][C:17]([NH:20][C:21](=[O:28])[CH2:22][O:23][CH2:24][C:25]([NH:9][C:8]2[CH:10]=[CH:11][CH:12]=[C:6]([C:5]3[O:1][N:2]=[CH:3][CH:4]=3)[CH:7]=2)=[O:26])=[C:16]([CH:15]=1)[C:29]([OH:31])=[O:30]. (2) Given the reactants C1N=CN(C(N2C=NC=C2)=O)C=1.[O:13]1[CH2:18][CH2:17][CH:16]([C:19]([OH:21])=O)[CH2:15][CH2:14]1.[Cl:22][C:23]1[C:36]([CH2:37][N:38]2[CH2:42][CH2:41][CH2:40][CH2:39]2)=[C:35]([Cl:43])[CH:34]=[CH:33][C:24]=1[O:25][C@H:26]1[CH2:29][C@H:28]([CH2:30][NH:31][CH3:32])[CH2:27]1, predict the reaction product. The product is: [ClH:22].[Cl:22][C:23]1[C:36]([CH2:37][N:38]2[CH2:42][CH2:41][CH2:40][CH2:39]2)=[C:35]([Cl:43])[CH:34]=[CH:33][C:24]=1[O:25][C@H:26]1[CH2:29][C@H:28]([CH2:30][N:31]([CH3:32])[C:19]([CH:16]2[CH2:15][CH2:14][O:13][CH2:18][CH2:17]2)=[O:21])[CH2:27]1. (3) Given the reactants [CH3:1][O:2][C:3](=[O:22])[C:4]1[CH:9]=[CH:8][CH:7]=[C:6]([S:10][C:11]2[C:19]3[C:14](=[CH:15][C:16]([Cl:20])=[CH:17][CH:18]=3)[NH:13][C:12]=2[CH3:21])[CH:5]=1.Br[C:24]1[CH:29]=[CH:28][CH:27]=[C:26]([Cl:30])[CH:25]=1, predict the reaction product. The product is: [CH3:1][O:2][C:3](=[O:22])[C:4]1[CH:9]=[CH:8][CH:7]=[C:6]([S:10][C:11]2[C:19]3[C:14](=[CH:15][C:16]([Cl:20])=[CH:17][CH:18]=3)[N:13]([C:24]3[CH:29]=[CH:28][CH:27]=[C:26]([Cl:30])[CH:25]=3)[C:12]=2[CH3:21])[CH:5]=1.